Dataset: Forward reaction prediction with 1.9M reactions from USPTO patents (1976-2016). Task: Predict the product of the given reaction. (1) Given the reactants [OH:1][CH2:2][CH2:3][O:4][C:5]1[C:10]([CH3:11])=[CH:9][C:8]([C:12]2[NH:21][C:20](=[O:22])[C:19]3[C:14](=[CH:15][C:16]([O:25][CH3:26])=[CH:17][C:18]=3[O:23][CH3:24])[N:13]=2)=[CH:7][C:6]=1[CH3:27].CCN(CC)CC.[CH3:35][S:36](Cl)(=[O:38])=[O:37], predict the reaction product. The product is: [CH3:35][S:36]([O:1][CH2:2][CH2:3][O:4][C:5]1[C:10]([CH3:11])=[CH:9][C:8]([C:12]2[NH:21][C:20](=[O:22])[C:19]3[C:14](=[CH:15][C:16]([O:25][CH3:26])=[CH:17][C:18]=3[O:23][CH3:24])[N:13]=2)=[CH:7][C:6]=1[CH3:27])(=[O:38])=[O:37]. (2) Given the reactants [CH2:1]([N:8]1[C:12]2[N:13]=[CH:14][CH:15]=[C:16]([OH:17])[C:11]=2[CH:10]=[C:9]1[CH3:18])[C:2]1[CH:7]=[CH:6][CH:5]=[CH:4][CH:3]=1.Br[CH2:20][CH2:21][O:22][C:23](=[O:25])[CH3:24].C([O-])([O-])=O.[K+].[K+], predict the reaction product. The product is: [CH2:1]([N:8]1[C:12]2=[N:13][CH:14]=[CH:15][C:16]([O:17][CH2:24][C:23]([O:22][CH2:21][CH3:20])=[O:25])=[C:11]2[CH:10]=[C:9]1[CH3:18])[C:2]1[CH:3]=[CH:4][CH:5]=[CH:6][CH:7]=1. (3) Given the reactants [F:1][C:2]1[CH:27]=[CH:26][CH:25]=[CH:24][C:3]=1[C:4]([NH:6][CH:7]([C:9]1[N:14]=[N:13][C:12]([NH:15][C:16]2[CH:21]=[CH:20][C:19]([O:22][CH3:23])=[CH:18][CH:17]=2)=[N:11][CH:10]=1)[CH3:8])=O.P(Cl)(Cl)(Cl)=O, predict the reaction product. The product is: [F:1][C:2]1[CH:27]=[CH:26][CH:25]=[CH:24][C:3]=1[C:4]1[N:14]2[C:9]([CH:10]=[N:11][C:12]([NH:15][C:16]3[CH:21]=[CH:20][C:19]([O:22][CH3:23])=[CH:18][CH:17]=3)=[N:13]2)=[C:7]([CH3:8])[N:6]=1. (4) Given the reactants [CH3:1][C:2]1[C:3]2[CH:15]=[CH:14][C:13]([NH:16][S:17]([CH3:20])(=[O:19])=[O:18])=[CH:12][C:4]=2[S:5][C:6]=1[C:7]([O:9]CC)=[O:8].O[Li].O, predict the reaction product. The product is: [CH3:1][C:2]1[C:3]2[CH:15]=[CH:14][C:13]([NH:16][S:17]([CH3:20])(=[O:19])=[O:18])=[CH:12][C:4]=2[S:5][C:6]=1[C:7]([OH:9])=[O:8]. (5) Given the reactants [F:1][C:2]1[CH:22]=[CH:21][C:5]([CH2:6][CH:7]2[CH2:16][C:15]3[C:10](=[CH:11][CH:12]=[CH:13][CH:14]=3)[CH2:9][N:8]2[CH2:17][CH2:18][CH2:19][NH2:20])=[CH:4][CH:3]=1.[CH2:23]([C:25]1[CH:26]=[C:27]([N:31]=[C:32]=[O:33])[CH:28]=[CH:29][CH:30]=1)[CH3:24], predict the reaction product. The product is: [CH2:23]([C:25]1[CH:26]=[C:27]([NH:31][C:32]([NH:20][CH2:19][CH2:18][CH2:17][N:8]2[CH:7]([CH2:6][C:5]3[CH:21]=[CH:22][C:2]([F:1])=[CH:3][CH:4]=3)[CH2:16][C:15]3[C:10](=[CH:11][CH:12]=[CH:13][CH:14]=3)[CH2:9]2)=[O:33])[CH:28]=[CH:29][CH:30]=1)[CH3:24].